This data is from Reaction yield outcomes from USPTO patents with 853,638 reactions. The task is: Predict the reaction yield, written as a fraction of the theoretical maximum amount of product (1.0 means a 100% yield; for example, 0.34 means a 34% yield). (1) The reactants are [CH3:1][O:2][C:3]1[CH:4]=[C:5]2[C:10](=[CH:11][CH:12]=1)[C:9](=[CH:13][C:14]([O:16][CH2:17][CH3:18])=[O:15])[CH2:8][CH2:7][CH2:6]2.[H][H]. The catalyst is C(O)C.[Pd]. The product is [CH3:1][O:2][C:3]1[CH:4]=[C:5]2[C:10](=[CH:11][CH:12]=1)[CH:9]([CH2:13][C:14]([O:16][CH2:17][CH3:18])=[O:15])[CH2:8][CH2:7][CH2:6]2. The yield is 0.887. (2) The reactants are S(Cl)(Cl)=O.[F:5][C:6]1[CH:14]=[C:13]([F:15])[C:12]([F:16])=[CH:11][C:7]=1[C:8]([OH:10])=[O:9].[CH3:17][C:18]1[CH:23]=[CH:22][C:21](O)=[CH:20][CH:19]=1.C(N(CC)CC)C. The catalyst is C(Cl)Cl. The product is [F:5][C:6]1[CH:14]=[C:13]([F:15])[C:12]([F:16])=[CH:11][C:7]=1[C:8]([O:10][C:21]1[CH:22]=[CH:23][C:18]([CH3:17])=[CH:19][CH:20]=1)=[O:9]. The yield is 0.660. (3) The reactants are [F:1][C:2]1[CH:3]=[C:4]2[C:9](=[CH:10][CH:11]=1)[CH:8]=[N:7][C:6]([NH:12][C:13](=[O:39])[O:14][CH2:15][C@@H:16]([N:25]([CH3:38])[C:26]([NH:28][CH2:29][C:30]1[CH:35]=[CH:34][CH:33]=[C:32]([F:36])[C:31]=1[Cl:37])=[O:27])[CH2:17][C:18]([F:24])([F:23])[CH2:19][N:20]=[N+]=[N-])=[CH:5]2.C1COCC1.C1(P(C2C=CC=CC=2)C2C=CC=CC=2)C=CC=CC=1.Cl. The catalyst is O. The product is [F:1][C:2]1[CH:3]=[C:4]2[C:9](=[CH:10][CH:11]=1)[CH:8]=[N:7][C:6]([NH:12][C:13](=[O:39])[O:14][CH2:15][C@@H:16]([N:25]([CH3:38])[C:26]([NH:28][CH2:29][C:30]1[CH:35]=[CH:34][CH:33]=[C:32]([F:36])[C:31]=1[Cl:37])=[O:27])[CH2:17][C:18]([F:23])([F:24])[CH2:19][NH2:20])=[CH:5]2. The yield is 0.507. (4) The reactants are [Cl:1][C:2]1[N:6]2[CH:7]=[C:8]([CH:15]3[CH2:17][CH2:16]3)[CH:9]=[C:10]([C:11]([F:14])([F:13])[F:12])[C:5]2=[N:4][C:3]=1[C:18]([N:20]1[CH2:25][CH2:24][C@@H:23]([N:26]2[C:30](=[O:31])[CH2:29][O:28][C:27]2=[O:32])[C@H:22]([O:33][Si](C(C)(C)C)(C)C)[CH2:21]1)=[O:19].C1COCC1.CCCC[N+](CCCC)(CCCC)CCCC.[F-]. The catalyst is C1COCC1. The product is [Cl:1][C:2]1[N:6]2[CH:7]=[C:8]([CH:15]3[CH2:16][CH2:17]3)[CH:9]=[C:10]([C:11]([F:13])([F:14])[F:12])[C:5]2=[N:4][C:3]=1[C:18]([N:20]1[CH2:25][CH2:24][C@@H:23]([N:26]2[C:30](=[O:31])[CH2:29][O:28][C:27]2=[O:32])[C@H:22]([OH:33])[CH2:21]1)=[O:19]. The yield is 0.0400. (5) The yield is 0.860. The product is [CH3:4][N:5]([CH2:1][C:9]1[N:8]([CH3:7])[CH:12]=[CH:11][CH:10]=1)[CH3:6]. The reactants are [CH2:1]=O.Cl.[CH3:4][NH:5][CH3:6].[CH3:7][N:8]1[CH:12]=[CH:11][CH:10]=[CH:9]1.[OH-].[Na+]. The catalyst is CCOCC. (6) The product is [Cl:1][C:2]1[CH:10]=[C:9]2[C:5]([C:6]([CH:19]=[O:20])=[CH:7][NH:8]2)=[CH:4][C:3]=1[C:26]1[CH:31]=[CH:30][C:29]([C:32]2([C:36]([OH:38])=[O:37])[CH2:35][CH2:34][CH2:33]2)=[CH:28][CH:27]=1. The reactants are [Cl:1][C:2]1[CH:10]=[C:9]2[C:5]([CH:6]=[CH:7][NH:8]2)=[CH:4][C:3]=1B1OCC(C)(C)CO1.[C:19](=O)([O-])[O-:20].[K+].[K+].Br[C:26]1[CH:31]=[CH:30][C:29]([C:32]2([C:36]([OH:38])=[O:37])[CH2:35][CH2:34][CH2:33]2)=[CH:28][CH:27]=1. The yield is 0.630. The catalyst is O1CCOCC1.CN(C=O)C.C1C=CC(P(C2C=CC=CC=2)[C-]2C=CC=C2)=CC=1.C1C=CC(P(C2C=CC=CC=2)[C-]2C=CC=C2)=CC=1.Cl[Pd]Cl.[Fe+2].